From a dataset of Peptide-MHC class I binding affinity with 185,985 pairs from IEDB/IMGT. Regression. Given a peptide amino acid sequence and an MHC pseudo amino acid sequence, predict their binding affinity value. This is MHC class I binding data. The peptide sequence is RMVLASTTAK. The MHC is HLA-A11:01 with pseudo-sequence HLA-A11:01. The binding affinity (normalized) is 0.476.